This data is from Catalyst prediction with 721,799 reactions and 888 catalyst types from USPTO. The task is: Predict which catalyst facilitates the given reaction. Reactant: [OH-].[Na+:2].[C:3]([C:5]1[CH:6]=[C:7]([C:15]2[O:19][N:18]=[C:17]([C:20]3[C:21]([CH3:38])=[C:22]4[C:27](=[CH:28][CH:29]=3)[CH2:26][N:25]([CH2:30][CH2:31][CH2:32][C:33]([O:35]CC)=[O:34])[CH2:24][CH2:23]4)[N:16]=2)[CH:8]=[CH:9][C:10]=1[O:11][CH:12]([CH3:14])[CH3:13])#[N:4]. The catalyst class is: 8. Product: [Na+:2].[C:3]([C:5]1[CH:6]=[C:7]([C:15]2[O:19][N:18]=[C:17]([C:20]3[C:21]([CH3:38])=[C:22]4[C:27](=[CH:28][CH:29]=3)[CH2:26][N:25]([CH2:30][CH2:31][CH2:32][C:33]([O-:35])=[O:34])[CH2:24][CH2:23]4)[N:16]=2)[CH:8]=[CH:9][C:10]=1[O:11][CH:12]([CH3:14])[CH3:13])#[N:4].